Dataset: Forward reaction prediction with 1.9M reactions from USPTO patents (1976-2016). Task: Predict the product of the given reaction. (1) Given the reactants O[CH2:2][CH:3]1[CH2:15][N:13]2[C:14]3[C:9]([C:10](=[O:26])[N:11]([CH2:17][C:18]4[CH:23]=[CH:22][C:21]([O:24][CH3:25])=[CH:20][CH:19]=4)[C:12]2=[O:16])=[CH:8][CH:7]=[CH:6][C:5]=3[CH2:4]1.C(Br)(Br)(Br)[Br:28].C1(P(C2C=CC=CC=2)C2C=CC=CC=2)C=CC=CC=1, predict the reaction product. The product is: [Br:28][CH2:2][CH:3]1[CH2:15][N:13]2[C:14]3[C:9]([C:10](=[O:26])[N:11]([CH2:17][C:18]4[CH:23]=[CH:22][C:21]([O:24][CH3:25])=[CH:20][CH:19]=4)[C:12]2=[O:16])=[CH:8][CH:7]=[CH:6][C:5]=3[CH2:4]1. (2) Given the reactants [C:1]1([C:22]2[CH:27]=[CH:26][CH:25]=[CH:24][CH:23]=2)[CH:6]=[CH:5][C:4]([C:7]2[N:8]([CH2:16][C@@H:17]3[CH2:21][CH2:20][NH:19][CH2:18]3)[C:9]3[CH:14]=[CH:13][N:12]=[CH:11][C:10]=3[N:15]=2)=[CH:3][CH:2]=1.C(N(C(C)C)CC)(C)C.[C:37](Cl)(=[O:39])[CH3:38], predict the reaction product. The product is: [C:37]([N:19]1[CH2:20][CH2:21][C@@H:17]([CH2:16][N:8]2[C:9]3[CH:14]=[CH:13][N:12]=[CH:11][C:10]=3[N:15]=[C:7]2[C:4]2[CH:5]=[CH:6][C:1]([C:22]3[CH:23]=[CH:24][CH:25]=[CH:26][CH:27]=3)=[CH:2][CH:3]=2)[CH2:18]1)(=[O:39])[CH3:38]. (3) Given the reactants [C:1]([CH2:3][C:4]([OH:6])=O)#[N:2].CN(C(ON1N=N[C:17]2[CH:18]=[CH:19][CH:20]=N[C:16]1=2)=[N+](C)C)C.F[P-](F)(F)(F)(F)F.O[C:32]([C:34](F)(F)F)=O.C([CH:45]([C:56]1[CH:80]=[CH:79][C:59]2[N:60](C3CCCNC3)[C:61]([NH:63][C:64](=[O:72])[C:65]3[CH:70]=[CH:69][C:68]([Cl:71])=[CH:67][CH:66]=3)=[N:62][C:58]=2[CH:57]=1)[N:46]([C@H:50]([C:52]([CH3:55])([CH3:54])[CH3:53])[CH3:51])[C:47](=[O:49])[OH:48])C1C=CC=CC=1.CC[N:83]([CH:87]([CH3:89])C)[CH:84]([CH3:86])C.[CH3:90]N(C=O)C, predict the reaction product. The product is: [CH2:16]([O:48][C:47](=[O:49])[N:46]([CH2:45][C:56]1[CH:80]=[CH:79][C:59]2[N:60]([CH:89]3[CH2:90][CH2:86][CH2:84][N:83]([C:4](=[O:6])[CH2:3][C:1]#[N:2])[CH2:87]3)[C:61]([NH:63][C:64](=[O:72])[C:65]3[CH:70]=[CH:69][C:68]([Cl:71])=[CH:67][CH:66]=3)=[N:62][C:58]=2[CH:57]=1)[C@H:50]([C:52]([CH3:55])([CH3:54])[CH3:53])[CH3:51])[C:17]1[CH:34]=[CH:32][CH:20]=[CH:19][CH:18]=1.